From a dataset of Merck oncology drug combination screen with 23,052 pairs across 39 cell lines. Regression. Given two drug SMILES strings and cell line genomic features, predict the synergy score measuring deviation from expected non-interaction effect. (1) Drug 1: COc1cc(C2c3cc4c(cc3C(OC3OC5COC(C)OC5C(O)C3O)C3COC(=O)C23)OCO4)cc(OC)c1O. Drug 2: Cn1cc(-c2cnn3c(N)c(Br)c(C4CCCNC4)nc23)cn1. Cell line: A427. Synergy scores: synergy=0.549. (2) Drug 1: O=c1[nH]cc(F)c(=O)[nH]1. Cell line: SW837. Synergy scores: synergy=5.17. Drug 2: NC1(c2ccc(-c3nc4ccn5c(=O)[nH]nc5c4cc3-c3ccccc3)cc2)CCC1. (3) Drug 2: Cn1c(=O)n(-c2ccc(C(C)(C)C#N)cc2)c2c3cc(-c4cnc5ccccc5c4)ccc3ncc21. Cell line: OCUBM. Drug 1: C=CCn1c(=O)c2cnc(Nc3ccc(N4CCN(C)CC4)cc3)nc2n1-c1cccc(C(C)(C)O)n1. Synergy scores: synergy=17.5.